This data is from Peptide-MHC class II binding affinity with 134,281 pairs from IEDB. The task is: Regression. Given a peptide amino acid sequence and an MHC pseudo amino acid sequence, predict their binding affinity value. This is MHC class II binding data. The peptide sequence is TGSDGKTTWCSQTDY. The MHC is DRB5_0101 with pseudo-sequence DRB5_0101. The binding affinity (normalized) is 0.287.